This data is from Full USPTO retrosynthesis dataset with 1.9M reactions from patents (1976-2016). The task is: Predict the reactants needed to synthesize the given product. (1) Given the product [C:60]([O:59][C:58]([NH:57][C@H:31]([CH2:32][C:33](=[O:34])[NH:35][CH2:36][C@@H:37]([NH:49][C:50]([O:52][C:53]([CH3:56])([CH3:55])[CH3:54])=[O:51])[CH2:38][CH2:39][CH2:40][NH:41][C:42](=[O:43])[O:44][C:45]([CH3:48])([CH3:46])[CH3:47])[CH2:30][CH2:29][CH2:28][NH:27][C:24](=[O:26])[C@@H:12]([NH:11][C:9](=[O:10])[O:8][CH2:1][C:2]1[CH:3]=[CH:4][CH:5]=[CH:6][CH:7]=1)[CH2:13][CH2:14][CH2:15][NH:16][C:17]([O:19][C:20]([CH3:21])([CH3:22])[CH3:23])=[O:18])=[O:64])([CH3:61])([CH3:62])[CH3:63], predict the reactants needed to synthesize it. The reactants are: [CH2:1]([O:8][C:9]([NH:11][C@H:12]([C:24]([OH:26])=O)[CH2:13][CH2:14][CH2:15][NH:16][C:17]([O:19][C:20]([CH3:23])([CH3:22])[CH3:21])=[O:18])=[O:10])[C:2]1[CH:7]=[CH:6][CH:5]=[CH:4][CH:3]=1.[NH2:27][CH2:28][CH2:29][CH2:30][C@H:31]([NH:57][C:58](=[O:64])[O:59][C:60]([CH3:63])([CH3:62])[CH3:61])[CH2:32][C:33]([NH:35][CH2:36][C@@H:37]([NH:49][C:50]([O:52][C:53]([CH3:56])([CH3:55])[CH3:54])=[O:51])[CH2:38][CH2:39][CH2:40][NH:41][C:42]([O:44][C:45]([CH3:48])([CH3:47])[CH3:46])=[O:43])=[O:34].C(Cl)CCl.C1C=CC2N(O)N=NC=2C=1. (2) The reactants are: [F:1][C:2]1[CH:10]=[CH:9][CH:8]=[C:7]2[C:3]=1[CH2:4][N:5]([C:11]([O:13][C@H:14]1[CH2:31][N:30]3[C@H:16]([C:17](=[O:51])[NH:18][C@:19]4([C:42](=[O:50])[NH:43][S:44]([CH:47]5[CH2:49][CH2:48]5)(=[O:46])=[O:45])[CH2:41][C@H:20]4[CH:21]=[CH:22][CH2:23][O:24][CH2:25][CH2:26][CH2:27][C@H:28]([NH:33][C:34]([O:36][C:37]([CH3:40])([CH3:39])[CH3:38])=[O:35])[C:29]3=[O:32])[CH2:15]1)=[O:12])[CH2:6]2.[H][H].O.S([O-])(O)(=O)=O.[K+]. Given the product [F:1][C:2]1[CH:10]=[CH:9][CH:8]=[C:7]2[C:3]=1[CH2:4][N:5]([C:11]([O:13][C@H:14]1[CH2:31][N:30]3[C@H:16]([C:17](=[O:51])[NH:18][C@:19]4([C:42](=[O:50])[NH:43][S:44]([CH:47]5[CH2:49][CH2:48]5)(=[O:45])=[O:46])[CH2:41][C@H:20]4[CH2:21][CH2:22][CH2:23][O:24][CH2:25][CH2:26][CH2:27][C@H:28]([NH:33][C:34]([O:36][C:37]([CH3:39])([CH3:40])[CH3:38])=[O:35])[C:29]3=[O:32])[CH2:15]1)=[O:12])[CH2:6]2, predict the reactants needed to synthesize it. (3) Given the product [CH3:22][N:23]1[CH:27]=[C:26]([C:28]2[CH:29]=[CH:30][C:31]([C:2]3[C:11]4[C:6](=[CH:7][CH:8]=[C:9]([NH:12][S:13]([C:16]5[CH:21]=[CH:20][CH:19]=[CH:18][CH:17]=5)(=[O:15])=[O:14])[CH:10]=4)[CH:5]=[N:4][CH:3]=3)=[CH:32][CH:33]=2)[CH:25]=[N:24]1, predict the reactants needed to synthesize it. The reactants are: Cl[C:2]1[C:11]2[C:6](=[CH:7][CH:8]=[C:9]([NH:12][S:13]([C:16]3[CH:21]=[CH:20][CH:19]=[CH:18][CH:17]=3)(=[O:15])=[O:14])[CH:10]=2)[CH:5]=[N:4][CH:3]=1.[CH3:22][N:23]1[CH:27]=[C:26]([C:28]2[CH:33]=[CH:32][C:31](B3OC(C)(C)C(C)(C)O3)=[CH:30][CH:29]=2)[CH:25]=[N:24]1.C(=O)([O-])[O-].[Na+].[Na+].C(#N)C. (4) Given the product [CH3:1][O:2][C:3]1[CH:4]=[C:5]([CH:21]=[CH:22][CH:23]=1)[CH2:6][CH:7]1[C:16]2[C:11](=[CH:12][C:13]([O:19][CH3:20])=[C:14]([O:17][CH3:18])[CH:15]=2)[CH2:10][CH2:9][N:8]1[CH2:25][C:26]([NH:29][CH2:30][C:31]1[CH:32]=[N:33][CH:34]=[CH:35][CH:36]=1)=[O:27], predict the reactants needed to synthesize it. The reactants are: [CH3:1][O:2][C:3]1[CH:4]=[C:5]([CH:21]=[CH:22][CH:23]=1)[CH2:6][CH:7]1[C:16]2[C:11](=[CH:12][C:13]([O:19][CH3:20])=[C:14]([O:17][CH3:18])[CH:15]=2)[CH2:10][CH2:9][NH:8]1.Br[CH2:25][C:26](Br)=[O:27].[NH2:29][CH2:30][C:31]1[CH:32]=[N:33][CH:34]=[CH:35][CH:36]=1. (5) Given the product [CH3:58][C:57]1[CH:56]=[C:55]([O:59][CH2:60][CH2:61][CH2:62][C:63](=[O:89])[NH:64][CH2:65][CH2:66][CH2:67][O:68][CH2:69][CH2:70][O:71][CH2:72][CH2:73][O:74][CH2:75][CH2:76][CH2:77][NH:78][C:79]([O:81][CH2:82][C:83]2[CH:88]=[CH:87][CH:86]=[CH:85][CH:84]=2)=[O:80])[CH:54]=[C:53]([CH3:90])[C:52]=1[S:49]([NH:48][CH:43]([CH2:42][NH:41][C:26]([C:22]1[CH:21]=[C:20]2[C:25](=[CH:24][CH:23]=1)[N:17]([CH2:16][CH2:15][CH2:14][NH:13][C:9]1[N:8]([C:7]([C:35]3[CH:40]=[CH:39][CH:38]=[CH:37][CH:36]=3)([C:29]3[CH:30]=[CH:31][CH:32]=[CH:33][CH:34]=3)[C:1]3[CH:6]=[CH:5][CH:4]=[CH:3][CH:2]=3)[CH:12]=[CH:11][N:10]=1)[N:18]=[CH:19]2)=[O:27])[C:44]([O:46][CH3:47])=[O:45])(=[O:51])=[O:50], predict the reactants needed to synthesize it. The reactants are: [C:1]1([C:7]([C:35]2[CH:40]=[CH:39][CH:38]=[CH:37][CH:36]=2)([C:29]2[CH:34]=[CH:33][CH:32]=[CH:31][CH:30]=2)[N:8]2[CH:12]=[CH:11][N:10]=[C:9]2[NH:13][CH2:14][CH2:15][CH2:16][N:17]2[C:25]3[C:20](=[CH:21][C:22]([C:26](O)=[O:27])=[CH:23][CH:24]=3)[CH:19]=[N:18]2)[CH:6]=[CH:5][CH:4]=[CH:3][CH:2]=1.[NH2:41][CH2:42][CH:43]([NH:48][S:49]([C:52]1[C:57]([CH3:58])=[CH:56][C:55]([O:59][CH2:60][CH2:61][CH2:62][C:63](=[O:89])[NH:64][CH2:65][CH2:66][CH2:67][O:68][CH2:69][CH2:70][O:71][CH2:72][CH2:73][O:74][CH2:75][CH2:76][CH2:77][NH:78][C:79]([O:81][CH2:82][C:83]2[CH:88]=[CH:87][CH:86]=[CH:85][CH:84]=2)=[O:80])=[CH:54][C:53]=1[CH3:90])(=[O:51])=[O:50])[C:44]([O:46][CH3:47])=[O:45].CCN(C(C)C)C(C)C.CN(C(ON1N=NC2C=CC=CC1=2)=[N+](C)C)C.F[P-](F)(F)(F)(F)F. (6) Given the product [Cl:14][CH2:15][C:16]([N:11]1[CH2:12][CH2:13][CH:8]([CH2:1][C:2]2[CH:7]=[CH:6][CH:5]=[CH:4][CH:3]=2)[CH2:9][CH2:10]1)=[O:17], predict the reactants needed to synthesize it. The reactants are: [CH2:1]([CH:8]1[CH2:13][CH2:12][NH:11][CH2:10][CH2:9]1)[C:2]1[CH:7]=[CH:6][CH:5]=[CH:4][CH:3]=1.[Cl:14][CH2:15][C:16](Cl)=[O:17]. (7) The reactants are: [C:1]([NH:8][C@@H:9]([C:11](O)=O)[CH3:10])([O:3][C:4]([CH3:7])([CH3:6])[CH3:5])=[O:2].CN1CCOCC1.C(OC(Cl)=O)C(C)C.[NH2:29][C:30]1[N:38]=[CH:37][CH:36]=[CH:35][C:31]=1[C:32]([OH:34])=O.[I:39][C:40]1[CH:46]=[CH:45][C:43]([NH2:44])=[CH:42][CH:41]=1. Given the product [I:39][C:40]1[CH:46]=[CH:45][C:43]([N:44]2[C:32](=[O:34])[C:31]3[CH:35]=[CH:36][CH:37]=[N:38][C:30]=3[N:29]=[C:11]2[C@H:9]([NH:8][C:1](=[O:2])[O:3][C:4]([CH3:5])([CH3:6])[CH3:7])[CH3:10])=[CH:42][CH:41]=1, predict the reactants needed to synthesize it.